From a dataset of Rat liver microsome stability data. Regression/Classification. Given a drug SMILES string, predict its absorption, distribution, metabolism, or excretion properties. Task type varies by dataset: regression for continuous measurements (e.g., permeability, clearance, half-life) or binary classification for categorical outcomes (e.g., BBB penetration, CYP inhibition). Dataset: rlm. The drug is O=C1Nc2ccccc2C1=Cc1ccc(O)cc1. The result is 1 (stable in rat liver microsomes).